Dataset: Reaction yield outcomes from USPTO patents with 853,638 reactions. Task: Predict the reaction yield, written as a fraction of the theoretical maximum amount of product (1.0 means a 100% yield; for example, 0.34 means a 34% yield). (1) The reactants are [C:1]([C:3]1[CH:8]=[CH:7][CH:6]=[CH:5][C:4]=1[C:9]1[CH:14]=[CH:13][C:12]([CH2:15][C:16]2[C:17](=[O:42])[N:18]([C@H:28]3[CH2:33][CH2:32][C@H:31]([O:34][CH2:35][C:36](N(OC)C)=[O:37])[CH2:30][CH2:29]3)[C:19]3[N:20]([N:25]=[CH:26][CH:27]=3)[C:21]=2[CH2:22][CH2:23][CH3:24])=[CH:11][CH:10]=1)#[N:2].[CH3:43][Mg]Br.C(OCC)(=O)C.[Cl-].[NH4+]. The catalyst is O1CCCC1. The product is [OH:37][CH:36]([CH3:43])[CH2:35][O:34][C@H:31]1[CH2:32][CH2:33][C@H:28]([N:18]2[C:17](=[O:42])[C:16]([CH2:15][C:12]3[CH:13]=[CH:14][C:9]([C:4]4[C:3]([C:1]#[N:2])=[CH:8][CH:7]=[CH:6][CH:5]=4)=[CH:10][CH:11]=3)=[C:21]([CH2:22][CH2:23][CH3:24])[N:20]3[N:25]=[CH:26][CH:27]=[C:19]23)[CH2:29][CH2:30]1. The yield is 0.950. (2) The reactants are [CH3:1][N:2]1[C:10]2[C:5](=[CH:6][CH:7]=[C:8]([S:11]([O:14]C3C(F)=C(F)C(F)=C(F)C=3F)(=O)=[O:12])[CH:9]=2)[C:4]([C:26]2[CH:31]=[CH:30][C:29]([C:32]([F:35])([F:34])[F:33])=[CH:28][C:27]=2[C:36]2[N:40]([CH3:41])[N:39]=[CH:38][CH:37]=2)=[CH:3]1.[CH3:42][C:43]1[S:47][C:46]([NH2:48])=[N:45][C:44]=1[C:49]([F:52])([F:51])[F:50].C[Si]([N-][Si](C)(C)C)(C)C.[Li+]. The catalyst is C1COCC1. The product is [CH3:1][N:2]1[C:10]2[C:5](=[CH:6][CH:7]=[C:8]([S:11]([NH:48][C:46]3[S:47][C:43]([CH3:42])=[C:44]([C:49]([F:52])([F:50])[F:51])[N:45]=3)(=[O:12])=[O:14])[CH:9]=2)[C:4]([C:26]2[CH:31]=[CH:30][C:29]([C:32]([F:33])([F:35])[F:34])=[CH:28][C:27]=2[C:36]2[N:40]([CH3:41])[N:39]=[CH:38][CH:37]=2)=[CH:3]1. The yield is 0.277. (3) The reactants are Cl.[CH2:2]([O:9][C:10](=[O:16])[C@@H:11]1[CH2:15][CH2:14][CH2:13][NH:12]1)[C:3]1[CH:8]=[CH:7][CH:6]=[CH:5][CH:4]=1.C([N:19](CC)CC)C.[C:24](Cl)(=[O:33])[C:25]1[CH:30]=[CH:29][CH:28]=[C:27]([O:31][CH3:32])[CH:26]=1. The catalyst is C(Cl)Cl. The product is [CH2:2]([O:9][C:10]([C@@H:11]1[CH2:15][CH2:14][CH2:13][N:12]1[NH:19][C:24](=[O:33])[C:25]1[CH:30]=[CH:29][CH:28]=[C:27]([O:31][CH3:32])[CH:26]=1)=[O:16])[C:3]1[CH:4]=[CH:5][CH:6]=[CH:7][CH:8]=1. The yield is 0.930. (4) The reactants are Cl[C:2]1[C:11]2[C:6](=[CH:7][CH:8]=[C:9]([Cl:12])[CH:10]=2)[N:5]([CH3:13])[C:4](=[O:14])[C:3]=1[C:15]#[N:16].[NH:17]1[CH2:22][CH2:21][NH:20][CH2:19][CH2:18]1. The catalyst is ClCCl. The product is [Cl:12][C:9]1[CH:10]=[C:11]2[C:6](=[CH:7][CH:8]=1)[N:5]([CH3:13])[C:4](=[O:14])[C:3]([C:15]#[N:16])=[C:2]2[N:17]1[CH2:22][CH2:21][NH:20][CH2:19][CH2:18]1. The yield is 0.990. (5) The reactants are Br[C:2]1[CH:3]=[CH:4][C:5]([F:26])=[C:6]([C:8]2([C:19]3[CH:24]=[CH:23][N:22]=[C:21]([CH3:25])[CH:20]=3)[C:16]3[C:11](=[C:12]([F:17])[CH:13]=[CH:14][CH:15]=3)[C:10]([NH2:18])=[N:9]2)[CH:7]=1.[F:27][C:28]1[CH:29]=[C:30](B(O)O)[CH:31]=[N:32][CH:33]=1. No catalyst specified. The product is [F:17][C:12]1[CH:13]=[CH:14][CH:15]=[C:16]2[C:11]=1[C:10]([NH2:18])=[N:9][C:8]2([C:6]1[CH:7]=[C:2]([C:30]2[CH:31]=[N:32][CH:33]=[C:28]([F:27])[CH:29]=2)[CH:3]=[CH:4][C:5]=1[F:26])[C:19]1[CH:24]=[CH:23][N:22]=[C:21]([CH3:25])[CH:20]=1. The yield is 0.410. (6) The reactants are [NH:1]1[CH:5]=[C:4]([C:6]2[C:7]3[CH:14]=[CH:13][N:12]([CH2:15][O:16][CH2:17][CH2:18][Si:19]([CH3:22])([CH3:21])[CH3:20])[C:8]=3[N:9]=[CH:10][N:11]=2)[CH:3]=[N:2]1.[CH:23]1([C:28]#[C:29][C:30]#[N:31])[CH2:27][CH2:26][CH2:25][CH2:24]1.CN(C)C=O.C(=O)([O-])[O-].[K+].[K+]. No catalyst specified. The product is [CH:23]1(/[C:28](/[N:1]2[CH:5]=[C:4]([C:6]3[C:7]4[CH:14]=[CH:13][N:12]([CH2:15][O:16][CH2:17][CH2:18][Si:19]([CH3:22])([CH3:21])[CH3:20])[C:8]=4[N:9]=[CH:10][N:11]=3)[CH:3]=[N:2]2)=[CH:29]/[C:30]#[N:31])[CH2:27][CH2:26][CH2:25][CH2:24]1. The yield is 0.826. (7) The product is [CH2:1]([O:8][N:9]1[C:15](=[O:16])[N:14]2[CH2:17][C@H:10]1[CH2:11][CH2:12][C@H:13]2[C:18]([NH:21][O:22][CH2:23][C:24]1[N:25]=[CH:26][N:27]([C:29]([O:31][C:32]([CH3:35])([CH3:34])[CH3:33])=[O:30])[CH:28]=1)=[O:20])[C:2]1[CH:3]=[CH:4][CH:5]=[CH:6][CH:7]=1. The yield is 0.940. The reactants are [CH2:1]([O:8][N:9]1[C:15](=[O:16])[N:14]2[CH2:17][C@H:10]1[CH2:11][CH2:12][C@H:13]2[C:18]([OH:20])=O)[C:2]1[CH:7]=[CH:6][CH:5]=[CH:4][CH:3]=1.[NH2:21][O:22][CH2:23][C:24]1[N:25]=[CH:26][N:27]([C:29]([O:31][C:32]([CH3:35])([CH3:34])[CH3:33])=[O:30])[CH:28]=1.ON1C2C=CC=CC=2N=N1.Cl.C(N=C=NCCCN(C)C)C. The catalyst is C(Cl)Cl.